Dataset: Reaction yield outcomes from USPTO patents with 853,638 reactions. Task: Predict the reaction yield, written as a fraction of the theoretical maximum amount of product (1.0 means a 100% yield; for example, 0.34 means a 34% yield). (1) The reactants are NC(N)=O.[C:5]([O:9][C:10]([NH:12][CH2:13][CH2:14][NH:15][S:16]([C:19]1[C:24]([Cl:25])=[CH:23][CH:22]=[C:21]([NH2:26])[C:20]=1[OH:27])(=[O:18])=[O:17])=[O:11])([CH3:8])([CH3:7])[CH3:6].[Cl:28][C:29]1[C:34]([Cl:35])=[CH:33][CH:32]=[CH:31][C:30]=1[N:36]=[C:37]=[O:38]. No catalyst specified. The product is [C:5]([O:9][C:10]([NH:12][CH2:13][CH2:14][NH:15][S:16]([C:19]1[C:20]([OH:27])=[C:21]([NH:26][C:37]([NH:36][C:30]2[CH:31]=[CH:32][CH:33]=[C:34]([Cl:35])[C:29]=2[Cl:28])=[O:38])[CH:22]=[CH:23][C:24]=1[Cl:25])(=[O:18])=[O:17])=[O:11])([CH3:8])([CH3:6])[CH3:7]. The yield is 0.660. (2) The reactants are [CH3:1][C:2]1[S:6][CH:5]=[N:4][C:3]=1[C:7]([O:9]C)=[O:8].[OH-].[Na+].Cl. The catalyst is CO. The product is [CH3:1][C:2]1[S:6][CH:5]=[N:4][C:3]=1[C:7]([OH:9])=[O:8]. The yield is 0.500. (3) The reactants are F[C:2]1[C:9]([F:10])=[CH:8][C:7]([F:11])=[CH:6][C:3]=1[C:4]#[N:5].[NH3:12]. The catalyst is C(O)C. The product is [NH2:12][C:2]1[C:9]([F:10])=[CH:8][C:7]([F:11])=[CH:6][C:3]=1[C:4]#[N:5]. The yield is 0.150. (4) The reactants are Cl[C:2]1[CH:7]=[CH:6][N:5]=[CH:4][C:3]=1[N+:8]([O-:10])=[O:9].[F:11][C@@H:12]1[CH2:17][CH2:16][NH:15][CH2:14][C@H:13]1[NH:18][C:19](=[O:25])[O:20][C:21]([CH3:24])([CH3:23])[CH3:22].C(N(CC)CC)C. The catalyst is C(O)C. The product is [F:11][C@@H:12]1[CH2:17][CH2:16][N:15]([C:2]2[CH:7]=[CH:6][N:5]=[CH:4][C:3]=2[N+:8]([O-:10])=[O:9])[CH2:14][C@H:13]1[NH:18][C:19](=[O:25])[O:20][C:21]([CH3:23])([CH3:22])[CH3:24]. The yield is 0.910.